This data is from Reaction yield outcomes from USPTO patents with 853,638 reactions. The task is: Predict the reaction yield, written as a fraction of the theoretical maximum amount of product (1.0 means a 100% yield; for example, 0.34 means a 34% yield). (1) The reactants are [CH2:1]1[CH:3]([C:4]([NH2:6])=[NH:5])[CH2:2]1.Cl.C(N(CC)CC)C.Cl[C:16](=[CH2:19])[C:17]#[N:18]. The catalyst is C(O)C. The product is [CH:3]1([C:4]2[N:6]=[C:17]([NH2:18])[CH:16]=[CH:19][N:5]=2)[CH2:2][CH2:1]1. The yield is 0.270. (2) The reactants are C1([NH:7][C:8]([C:10]2[C:11](=[O:23])[N:12]([CH3:22])[C:13]3[C:18]([C:19]=2[Cl:20])=[CH:17][C:16](O)=[CH:15][CH:14]=3)=O)CCCCC1.P(Cl)(Cl)([Cl:26])=O. No catalyst specified. The product is [Cl:20][C:19]1[C:18]2[C:13](=[CH:14][CH:15]=[C:16]([Cl:26])[CH:17]=2)[N:12]([CH3:22])[C:11](=[O:23])[C:10]=1[C:8]#[N:7]. The yield is 0.480. (3) The reactants are [Br:1][C:2]1[NH:6][CH:5]=[C:4]([CH2:7][N:8]([CH3:16])[C:9](=[O:15])[O:10][C:11]([CH3:14])([CH3:13])[CH3:12])[CH:3]=1.[H-].[Na+].C1OCCOCCOCCOCCOC1.[CH3:34][C:35]1[N:40]=[CH:39][C:38]([S:41](Cl)(=[O:43])=[O:42])=[CH:37][CH:36]=1. The catalyst is O1CCCC1.O. The product is [Br:1][C:2]1[N:6]([S:41]([C:38]2[CH:39]=[N:40][C:35]([CH3:34])=[CH:36][CH:37]=2)(=[O:43])=[O:42])[CH:5]=[C:4]([CH2:7][N:8]([CH3:16])[C:9](=[O:15])[O:10][C:11]([CH3:12])([CH3:13])[CH3:14])[CH:3]=1. The yield is 0.790. (4) The reactants are Cl[C:2]1[C:7]([N+:8]([O-:10])=[O:9])=[CH:6][C:5]([I:11])=[CH:4][N:3]=1.Cl.[NH2:13][C:14]([CH3:20])([CH3:19])[C:15]([O:17][CH3:18])=[O:16].C(N(CC)CC)C. The catalyst is C(O)C. The product is [CH3:18][O:17][C:15](=[O:16])[C:14]([NH:13][C:2]1[C:7]([N+:8]([O-:10])=[O:9])=[CH:6][C:5]([I:11])=[CH:4][N:3]=1)([CH3:20])[CH3:19]. The yield is 0.780. (5) The reactants are [Cl:1][C:2]1[CH:7]=[C:6](I)[C:5]([Cl:9])=[CH:4][N:3]=1.[NH2:10][C:11]1[CH:18]=[CH:17][C:16]([Cl:19])=[CH:15][C:12]=1[C:13]#[N:14].[O-]P(OP(OP([O-])([O-])=O)([O-])=O)(=O)[O-].[K+].[K+].[K+].[K+].[K+].C1C=CC(P(C2C(OC3C(P(C4C=CC=CC=4)C4C=CC=CC=4)=CC=CC=3)=CC=CC=2)C2C=CC=CC=2)=CC=1. The catalyst is O1CCOCC1.C([O-])(=O)C.[Pd+2].C([O-])(=O)C. The product is [Cl:19][C:16]1[CH:17]=[CH:18][C:11]([NH:10][C:6]2[C:5]([Cl:9])=[CH:4][N:3]=[C:2]([Cl:1])[CH:7]=2)=[C:12]([CH:15]=1)[C:13]#[N:14]. The yield is 0.330. (6) The reactants are [Br:1][C:2]1[CH:9]=[CH:8][C:5]([CH:6]=[O:7])=[CH:4][CH:3]=1.[OH:10][CH2:11][C:12]([CH3:16])([CH2:14]O)[CH3:13]. The catalyst is C1C=CC=CC=1.C1(C)C=CC(S(O)(=O)=O)=CC=1. The product is [Br:1][C:2]1[CH:9]=[CH:8][C:5]([CH:6]2[O:10][CH2:11][C:12]([CH3:16])([CH3:14])[CH2:13][O:7]2)=[CH:4][CH:3]=1. The yield is 0.930.